This data is from Forward reaction prediction with 1.9M reactions from USPTO patents (1976-2016). The task is: Predict the product of the given reaction. Given the reactants [CH2:1]([N:8]1[C:16]2[C:15](=[O:17])[NH:14][C:13](=[O:18])[N:12]([CH3:19])[C:11]=2[C:10]([C:20]#[N:21])=[C:9]1Br)[C:2]1[CH:7]=[CH:6][CH:5]=[CH:4][CH:3]=1.C(=O)([O-])[O-].[K+].[K+].Br.Br[CH2:31][C:32]1[C:41]2[C:36](=[CH:37][CH:38]=[CH:39][CH:40]=2)[CH:35]=[CH:34][N:33]=1.[NH:42]1[CH2:48][CH2:47][CH2:46][NH:45][CH2:44][CH2:43]1.[C:49](O[C:49]([O:51][C:52]([CH3:55])([CH3:54])[CH3:53])=[O:50])([O:51][C:52]([CH3:55])([CH3:54])[CH3:53])=[O:50].[OH-].[Na+], predict the reaction product. The product is: [C:52]([O:51][C:49]([N:42]1[CH2:48][CH2:47][CH2:46][N:45]([C:9]2[N:8]([CH2:1][C:2]3[CH:7]=[CH:6][CH:5]=[CH:4][CH:3]=3)[C:16]3[C:15](=[O:17])[N:14]([CH2:31][C:32]4[C:41]5[C:36](=[CH:37][CH:38]=[CH:39][CH:40]=5)[CH:35]=[CH:34][N:33]=4)[C:13](=[O:18])[N:12]([CH3:19])[C:11]=3[C:10]=2[C:20]#[N:21])[CH2:44][CH2:43]1)=[O:50])([CH3:55])([CH3:54])[CH3:53].